This data is from Peptide-MHC class I binding affinity with 185,985 pairs from IEDB/IMGT. The task is: Regression. Given a peptide amino acid sequence and an MHC pseudo amino acid sequence, predict their binding affinity value. This is MHC class I binding data. The peptide sequence is IPLCRTSCL. The binding affinity (normalized) is 0.660. The MHC is HLA-B08:01 with pseudo-sequence HLA-B08:01.